From a dataset of NCI-60 drug combinations with 297,098 pairs across 59 cell lines. Regression. Given two drug SMILES strings and cell line genomic features, predict the synergy score measuring deviation from expected non-interaction effect. Drug 1: CC1CCCC2(C(O2)CC(NC(=O)CC(C(C(=O)C(C1O)C)(C)C)O)C(=CC3=CSC(=N3)C)C)C. Drug 2: CC1C(C(CC(O1)OC2CC(CC3=C2C(=C4C(=C3O)C(=O)C5=CC=CC=C5C4=O)O)(C(=O)C)O)N)O. Cell line: HL-60(TB). Synergy scores: CSS=44.5, Synergy_ZIP=5.34, Synergy_Bliss=4.72, Synergy_Loewe=3.59, Synergy_HSA=3.04.